Dataset: Forward reaction prediction with 1.9M reactions from USPTO patents (1976-2016). Task: Predict the product of the given reaction. (1) Given the reactants Cl[C:2]1[NH:3][CH:4]=[C:5]([N+:7]([O-:9])=[O:8])[N:6]=1.[Br:10][C:11]1[CH:12]=[CH:13][C:14]2[O:18][C:17](=[O:19])[N:16]([CH2:20][C:21]3([CH3:24])[CH2:23][O:22]3)[C:15]=2[CH:25]=1.C([O-])(=O)C.[Na+].[H-].[Na+], predict the reaction product. The product is: [Br:10][C:11]1[CH:12]=[CH:13][C:14]2[O:18][C:17](=[O:19])[N:16]([CH2:20][C:21]3([CH3:23])[O:22][C:2]4=[N:6][C:5]([N+:7]([O-:9])=[O:8])=[CH:4][N:3]4[CH2:24]3)[C:15]=2[CH:25]=1. (2) Given the reactants C[O:2][C:3]([C:5]1([CH3:22])[CH2:9][CH2:8][N:7]([CH2:10][C:11]2[CH:16]=[CH:15][CH:14]=[C:13]([O:17][C:18]([F:21])([F:20])[F:19])[CH:12]=2)[CH2:6]1)=[O:4].C1COCC1.O.[OH-].[Li+], predict the reaction product. The product is: [CH3:22][C:5]1([C:3]([OH:4])=[O:2])[CH2:9][CH2:8][N:7]([CH2:10][C:11]2[CH:16]=[CH:15][CH:14]=[C:13]([O:17][C:18]([F:19])([F:20])[F:21])[CH:12]=2)[CH2:6]1. (3) The product is: [CH3:1][O:2][C:3](=[O:33])[C:4]1[CH:9]=[CH:8][C:7]([N:10]([C:11]2[N:12]=[CH:13][C:14]3[N:20]([CH3:21])[C:19](=[O:22])[CH:18]([CH3:23])[CH2:17][N:16]([CH:24]4[CH2:25][CH2:26][CH2:27][CH2:28][CH2:29]4)[C:15]=3[N:30]=2)[CH3:35])=[C:6]([O:31][CH3:32])[CH:5]=1. Given the reactants [CH3:1][O:2][C:3](=[O:33])[C:4]1[CH:9]=[CH:8][C:7]([NH:10][C:11]2[N:12]=[CH:13][C:14]3[N:20]([CH3:21])[C:19](=[O:22])[CH:18]([CH3:23])[CH2:17][N:16]([CH:24]4[CH2:29][CH2:28][CH2:27][CH2:26][CH2:25]4)[C:15]=3[N:30]=2)=[C:6]([O:31][CH3:32])[CH:5]=1.I[CH3:35].[H-].[Na+], predict the reaction product. (4) Given the reactants [CH3:1][O:2][C:3](=[O:21])[C:4]1[CH:9]=[C:8]([F:10])[C:7]([NH:11]CC2C=CC=CC=2)=[C:6]([CH3:19])[C:5]=1[F:20].C([O-])=O.[NH4+], predict the reaction product. The product is: [CH3:1][O:2][C:3](=[O:21])[C:4]1[CH:9]=[C:8]([F:10])[C:7]([NH2:11])=[C:6]([CH3:19])[C:5]=1[F:20].